Dataset: Retrosynthesis with 50K atom-mapped reactions and 10 reaction types from USPTO. Task: Predict the reactants needed to synthesize the given product. Given the product CNC(=O)c1ccc(-c2cccc(-n3c4c(c5cc(C)ccc53)CN(C)CC4)c2)cn1, predict the reactants needed to synthesize it. The reactants are: CNC(=O)c1ccc(B2OC(C)(C)C(C)(C)O2)cn1.Cc1ccc2c(c1)c1c(n2-c2cccc(Br)c2)CCN(C)C1.